From a dataset of Reaction yield outcomes from USPTO patents with 853,638 reactions. Predict the reaction yield, written as a fraction of the theoretical maximum amount of product (1.0 means a 100% yield; for example, 0.34 means a 34% yield). (1) The reactants are [Br:1][C:2]1[CH:3]=[CH:4][C:5](F)=[C:6]([CH:9]=1)[CH:7]=[O:8].[F:11][C:12]1[CH:17]=[CH:16][C:15]([OH:18])=[CH:14][CH:13]=1.C([O-])([O-])=O.[K+].[K+]. The catalyst is CN(C)C(=O)C. The product is [Br:1][C:2]1[CH:3]=[CH:4][C:5]([O:18][C:15]2[CH:16]=[CH:17][C:12]([F:11])=[CH:13][CH:14]=2)=[C:6]([CH:9]=1)[CH:7]=[O:8]. The yield is 0.970. (2) The reactants are [Br:1][C:2]1[CH:10]=[C:6]([C:7]([OH:9])=O)[C:5]([OH:11])=[CH:4][CH:3]=1.[Cl:12][C:13]1[CH:19]=[CH:18][C:16]([NH2:17])=[CH:15][C:14]=1[C:20]([F:23])([F:22])[F:21]. No catalyst specified. The product is [Cl:12][C:13]1[CH:19]=[CH:18][C:16]([NH:17][C:7](=[O:9])[C:6]2[CH:10]=[C:2]([Br:1])[CH:3]=[CH:4][C:5]=2[OH:11])=[CH:15][C:14]=1[C:20]([F:21])([F:22])[F:23]. The yield is 0.374.